This data is from Forward reaction prediction with 1.9M reactions from USPTO patents (1976-2016). The task is: Predict the product of the given reaction. (1) Given the reactants C(O)(C(F)(F)F)=O.C([O:12][C:13]([C:15]1[CH:16]=[C:17]([C:21]2[C:22]([N:42]([CH3:47])[S:43]([CH3:46])(=[O:45])=[O:44])=[CH:23][C:24]3[O:28][C:27]([C:29]4[CH:34]=[CH:33][C:32]([F:35])=[CH:31][CH:30]=4)=[C:26]([C:36]([O:38][CH2:39][CH3:40])=[O:37])[C:25]=3[CH:41]=2)[CH:18]=[CH:19][CH:20]=1)=[O:14])(C)(C)C, predict the reaction product. The product is: [CH2:39]([O:38][C:36]([C:26]1[C:25]2[CH:41]=[C:21]([C:17]3[CH:16]=[C:15]([CH:20]=[CH:19][CH:18]=3)[C:13]([OH:14])=[O:12])[C:22]([N:42]([CH3:47])[S:43]([CH3:46])(=[O:45])=[O:44])=[CH:23][C:24]=2[O:28][C:27]=1[C:29]1[CH:30]=[CH:31][C:32]([F:35])=[CH:33][CH:34]=1)=[O:37])[CH3:40]. (2) Given the reactants ClC(Cl)(O[C:5](=[O:11])OC(Cl)(Cl)Cl)Cl.[CH3:13][O:14][C:15](=[O:22])[CH:16]([C:18]([F:21])([F:20])[F:19])[OH:17].C(N(CC)C(C)C)(C)C.[CH3:32][NH:33][CH2:34][CH2:35][C:36]1[CH:41]=[CH:40][CH:39]=[CH:38][CH:37]=1, predict the reaction product. The product is: [F:19][C:18]([F:21])([F:20])[CH:16]([O:17][C:5](=[O:11])[N:33]([CH3:32])[CH2:34][CH2:35][C:36]1[CH:41]=[CH:40][CH:39]=[CH:38][CH:37]=1)[C:15]([O:14][CH3:13])=[O:22].